Dataset: Peptide-MHC class I binding affinity with 185,985 pairs from IEDB/IMGT. Task: Regression. Given a peptide amino acid sequence and an MHC pseudo amino acid sequence, predict their binding affinity value. This is MHC class I binding data. The peptide sequence is ERLKIRGSA. The MHC is HLA-B14:01 with pseudo-sequence HLA-B14:02. The binding affinity (normalized) is 0.167.